Dataset: Full USPTO retrosynthesis dataset with 1.9M reactions from patents (1976-2016). Task: Predict the reactants needed to synthesize the given product. (1) Given the product [C:47]([C:51]1[CH:52]=[C:53]([CH:60]=[CH:61][CH:62]=1)[O:54][CH:55]([CH3:59])[C:56]([NH:33][C:28]1[CH:27]=[CH:26][C:25]([CH:10]([CH:2]([C:1]([O:8][CH3:9])=[O:7])[C:3]([O:5][CH3:6])=[O:4])[C:11]#[C:12][CH3:17])=[CH:30][CH:29]=1)=[O:58])([CH3:48])([CH3:49])[CH3:50], predict the reactants needed to synthesize it. The reactants are: [C:1]([O:8][CH3:9])(=[O:7])[CH2:2][C:3]([O:5][CH3:6])=[O:4].[C:10]([O-])(=O)[CH2:11][C:12]([O-])=O.[CH2:17](N1CCOCC1)C.[CH:25]1[CH:30]=[C:29]2N=N[N:33](O)[C:28]2=[CH:27][CH:26]=1.O.CCN=C=NCCCN(C)C.[C:47]([C:51]1[CH:52]=[C:53]([CH:60]=[CH:61][CH:62]=1)[O:54][CH:55]([CH3:59])[C:56]([OH:58])=O)([CH3:50])([CH3:49])[CH3:48]. (2) Given the product [N:7]1[C:2]2[NH:1][CH:10]=[CH:11][C:3]=2[C:4]([OH:9])=[N:5][C:6]=1[OH:8], predict the reactants needed to synthesize it. The reactants are: [NH2:1][C:2]1[NH:7][C:6](=[O:8])[NH:5][C:4](=[O:9])[CH:3]=1.[CH3:10][C:11]([O-])=O.[Na+]. (3) Given the product [N:12]1[C:11]2[CH:10]=[CH:9][CH:8]=[C:3]([C:4]([O:6][CH3:7])=[O:5])[C:2]=2[NH:1][CH:13]=1, predict the reactants needed to synthesize it. The reactants are: [NH2:1][C:2]1[C:11]([NH2:12])=[CH:10][CH:9]=[CH:8][C:3]=1[C:4]([O:6][CH3:7])=[O:5].[CH:13](O)=O. (4) Given the product [CH3:24][O:23][C:20]1[CH:21]=[C:22]2[C:17](=[CH:18][CH:19]=1)[N:16]=[CH:15][N:14]=[C:13]2[O:3][CH2:4][CH:5]1[CH2:10][CH2:9][CH:8]([OH:11])[CH2:7][CH2:6]1, predict the reactants needed to synthesize it. The reactants are: [H-].[Na+].[OH:3][CH2:4][CH:5]1[CH2:10][CH2:9][CH:8]([OH:11])[CH2:7][CH2:6]1.Cl[C:13]1[C:22]2[C:17](=[CH:18][CH:19]=[C:20]([O:23][CH3:24])[CH:21]=2)[N:16]=[CH:15][N:14]=1. (5) The reactants are: C([O:5][C:6]([NH:8][NH:9][C:10](=[NH:20])[C:11]1[CH:16]=[CH:15][C:14]([N+:17]([O-:19])=[O:18])=[CH:13][CH:12]=1)=O)(C)(C)C. Given the product [N+:17]([C:14]1[CH:15]=[CH:16][C:11]([C:10]2[NH:9][NH:8][C:6](=[O:5])[N:20]=2)=[CH:12][CH:13]=1)([O-:19])=[O:18], predict the reactants needed to synthesize it. (6) Given the product [Cl:1][C:2]1[CH:3]=[CH:4][C:5]([N:18]2[CH:22]=[CH:21][CH:20]=[CH:19]2)=[C:6]([C:8]([C:10]2[CH:15]=[CH:14][CH:13]=[C:12]([O:16][CH3:17])[CH:11]=2)=[O:9])[CH:7]=1, predict the reactants needed to synthesize it. The reactants are: [Cl:1][C:2]1[CH:3]=[CH:4][C:5]([N:18]2[CH:22]=[CH:21][CH:20]=[CH:19]2)=[C:6]([CH:8]([C:10]2[CH:15]=[CH:14][CH:13]=[C:12]([O:16][CH3:17])[CH:11]=2)[OH:9])[CH:7]=1. (7) Given the product [CH3:20][O:1][CH2:2][C@H:3]1[C:7]([C:8]([O:10][CH3:11])=[O:9])=[CH:6][CH2:5][N:4]1[C:12]([O:14][CH2:15][CH:16]=[CH2:17])=[O:13], predict the reactants needed to synthesize it. The reactants are: [OH:1][CH2:2][C@H:3]1[C:7]([C:8]([O:10][CH3:11])=[O:9])=[CH:6][CH2:5][N:4]1[C:12]([O:14][CH2:15][CH:16]=[CH2:17])=[O:13].[H-].[Na+].[CH3:20]I.